This data is from Full USPTO retrosynthesis dataset with 1.9M reactions from patents (1976-2016). The task is: Predict the reactants needed to synthesize the given product. (1) Given the product [CH2:36]1[CH2:23][O:24][C:5]2([CH:4]3[C@:17]([CH3:20])([CH2:18][CH2:19][C@H:2]([OH:1])[CH2:3]3)[C@@H:16]3[C@H:7]([C@H:8]4[C@@:12]([CH2:14][CH2:15]3)([CH3:13])[C@@H:11]([OH:21])[CH2:10][CH2:9]4)[CH2:6]2)[O:22]1, predict the reactants needed to synthesize it. The reactants are: [OH:1][C@H:2]1[CH2:19][CH2:18][C@@:17]2([CH3:20])[CH:4]([C:5](=[O:22])[CH2:6][C@@H:7]3[C@@H:16]2[CH2:15][CH2:14][C@@:12]2([CH3:13])[C@H:8]3[CH2:9][CH2:10][C@@H:11]2[OH:21])[CH2:3]1.[CH2:23]1[CH2:36]OC23OCCOC2([C@]2(CC[C@H]4[C@@H](CC=C5[C@]4(C)CCCC5)[C@@H]2C3)C)[O:24]1. (2) Given the product [CH:14]1([C:9]2[CH:8]=[C:7]([C:17]([OH:19])=[O:18])[C:6](=[O:22])[N:5]3[C:10]=2[C:11]([O:12][CH3:13])=[C:2]([C:37]2[CH:38]=[CH:39][CH:40]=[CH:41][C:36]=2[CH2:35][N:33]([CH3:34])[CH3:32])[CH:3]=[CH:4]3)[CH2:15][CH2:16]1, predict the reactants needed to synthesize it. The reactants are: Cl[C:2]1[CH:3]=[CH:4][N:5]2[C:10]([C:11]=1[O:12][CH3:13])=[C:9]([CH:14]1[CH2:16][CH2:15]1)[CH:8]=[C:7]([C:17]([O:19]CC)=[O:18])[C:6]2=[O:22].C(O)C.C(=O)([O-])[O-].[Na+].[Na+].[CH3:32][N:33]([CH2:35][C:36]1[CH:41]=[CH:40][CH:39]=[CH:38][C:37]=1B(O)O)[CH3:34].